Dataset: TCR-epitope binding with 47,182 pairs between 192 epitopes and 23,139 TCRs. Task: Binary Classification. Given a T-cell receptor sequence (or CDR3 region) and an epitope sequence, predict whether binding occurs between them. (1) The TCR CDR3 sequence is CASSLGGGSTDTQYF. Result: 0 (the TCR does not bind to the epitope). The epitope is VSFIEFVGW. (2) The epitope is NEGVKAAW. The TCR CDR3 sequence is CASSWGYEQYF. Result: 1 (the TCR binds to the epitope). (3) The epitope is LLQTGIHVRVSQPSL. The TCR CDR3 sequence is CASSFDRNEQFF. Result: 0 (the TCR does not bind to the epitope). (4) The epitope is GTSGSPIINR. The TCR CDR3 sequence is CASRSPEMGQGNTGELFF. Result: 1 (the TCR binds to the epitope). (5) The epitope is KLPDDFTGCV. The TCR CDR3 sequence is CASSHTLTGSYEQYF. Result: 1 (the TCR binds to the epitope).